This data is from Full USPTO retrosynthesis dataset with 1.9M reactions from patents (1976-2016). The task is: Predict the reactants needed to synthesize the given product. (1) Given the product [F:1][C:2]1[CH:3]=[C:4]([CH:12]([C:14]2[CH:19]=[CH:18][C:17]([F:20])=[CH:16][CH:15]=2)[NH:13][CH:21]=[O:22])[CH:5]=[C:6]([C:8]([F:10])([F:11])[F:9])[CH:7]=1, predict the reactants needed to synthesize it. The reactants are: [F:1][C:2]1[CH:3]=[C:4]([CH:12]([C:14]2[CH:19]=[CH:18][C:17]([F:20])=[CH:16][CH:15]=2)[NH2:13])[CH:5]=[C:6]([C:8]([F:11])([F:10])[F:9])[CH:7]=1.[CH:21](OC(=O)C)=[O:22].C(OC(=O)C)(=O)C.C(O)=O. (2) Given the product [O:40]=[C:39]1[C:38]2[C:37](=[CH:36][C:35]([C:18]3[CH:19]=[C:14]([O:13][CH2:12][C@@H:11]([NH:24][C:25](=[O:31])[O:26][C:27]([CH3:30])([CH3:29])[CH3:28])[CH2:10][C:3]4[C:4]5[C:9](=[CH:8][CH:7]=[CH:6][CH:5]=5)[NH:1][CH:2]=4)[CH:15]=[N:16][CH:17]=3)=[CH:34][CH:33]=2)[C:42](=[O:43])[NH:41]1, predict the reactants needed to synthesize it. The reactants are: [NH:1]1[C:9]2[C:4](=[CH:5][CH:6]=[CH:7][CH:8]=2)[C:3]([CH2:10][C@H:11]([NH:24][C:25](=[O:31])[O:26][C:27]([CH3:30])([CH3:29])[CH3:28])[CH2:12][O:13][C:14]2[CH:15]=[N:16][CH:17]=[C:18]([Sn](C)(C)C)[CH:19]=2)=[CH:2]1.Br[C:33]1[CH:34]=[CH:35][CH:36]=[C:37]2[C:42](=[O:43])[NH:41][C:39](=[O:40])[C:38]=12.C1(C)C=CC=CC=1P(C1C=CC=CC=1C)C1C=CC=CC=1C.C(N(CC)CC)C. (3) Given the product [CH:21]1([C:19]([N:16]2[CH2:17][CH2:18][C@@H:14]([CH2:13][N:12]3[CH:11]=[N:10][N:9]=[C:8]3[C:5]3[CH:6]=[CH:7][C:2]([C:48]4[CH:49]=[C:50]5[CH:56]=[CH:55][N:54]([CH3:57])[C:51]5=[N:52][CH:53]=4)=[CH:3][CH:4]=3)[CH2:15]2)=[O:20])[CH2:23][CH2:22]1, predict the reactants needed to synthesize it. The reactants are: Br[C:2]1[CH:7]=[CH:6][C:5]([C:8]2[N:12]([CH2:13][C@@H:14]3[CH2:18][CH2:17][N:16]([C:19]([CH:21]4[CH2:23][CH2:22]4)=[O:20])[CH2:15]3)[CH:11]=[N:10][N:9]=2)=[CH:4][CH:3]=1.B1(B2OC(C)(C)C(C)(C)O2)OC(C)(C)C(C)(C)O1.CC([O-])=O.[K+].Br[C:48]1[CH:49]=[C:50]2[CH:56]=[CH:55][N:54]([CH3:57])[C:51]2=[N:52][CH:53]=1.C([O-])([O-])=O.[K+].[K+]. (4) Given the product [NH2:1][C@H:2]([C:10]([NH:12][C@H:13]([C:22]([CH2:24][O:36][CH2:34][CH3:35])=[O:23])[CH2:14][CH2:15][C:16]1[CH:21]=[CH:20][CH:19]=[CH:18][CH:17]=1)=[O:11])[CH2:3][C:4]1[CH:9]=[CH:8][CH:7]=[CH:6][CH:5]=1, predict the reactants needed to synthesize it. The reactants are: [NH2:1][C@H:2]([C:10]([NH:12][C@H:13]([C:22]([CH2:24]Br)=[O:23])[CH2:14][CH2:15][C:16]1[CH:21]=[CH:20][CH:19]=[CH:18][CH:17]=1)=[O:11])[CH2:3][C:4]1[CH:9]=[CH:8][CH:7]=[CH:6][CH:5]=1.[F-].[K+].C(=O)([O-])[O-].[K+].[K+].[CH2:34]([OH:36])[CH3:35]. (5) Given the product [OH:13][CH2:12][C:10]1[CH:11]=[C:7]2[C:6]([C:20]([OH:22])=[O:21])=[CH:5][CH:4]=[C:3]([O:2][CH3:1])[N:8]2[N:9]=1, predict the reactants needed to synthesize it. The reactants are: [CH3:1][O:2][C:3]1[N:8]2[N:9]=[C:10]([CH2:12][O:13]C3CCCCO3)[CH:11]=[C:7]2[C:6]([C:20]([OH:22])=[O:21])=[CH:5][CH:4]=1.O.C1(C)C=CC(S(O)(=O)=O)=CC=1.